Dataset: Forward reaction prediction with 1.9M reactions from USPTO patents (1976-2016). Task: Predict the product of the given reaction. (1) Given the reactants [OH:1][C:2]1[CH:9]=[CH:8][C:5]([CH:6]=[O:7])=[CH:4][CH:3]=1.C([O-])([O-])=O.[Cs+].[Cs+].Br[CH2:17][CH2:18][CH2:19][CH2:20][CH2:21][S:22][C:23]1[C:32]2[C:27](=[CH:28][C:29]([C:33]([F:36])([F:35])[F:34])=[CH:30][CH:31]=2)[N:26]=[CH:25][CH:24]=1, predict the reaction product. The product is: [F:36][C:33]([F:34])([F:35])[C:29]1[CH:28]=[C:27]2[C:32]([C:23]([S:22][CH2:21][CH2:20][CH2:19][CH2:18][CH2:17][O:1][C:2]3[CH:9]=[CH:8][C:5]([CH2:6][OH:7])=[CH:4][CH:3]=3)=[CH:24][CH:25]=[N:26]2)=[CH:31][CH:30]=1. (2) Given the reactants [CH2:1]([O:8][C:9]1[CH:14]=[CH:13][C:12]([C:15]2[CH:19]=[C:18]([CH2:20]OS(C)(=O)=O)[O:17][N:16]=2)=[CH:11][CH:10]=1)[C:2]1[CH:7]=[CH:6][CH:5]=[CH:4][CH:3]=1.[NH:26]1[CH:30]=[CH:29][N:28]=[CH:27]1.C(=O)([O-])[O-].[K+].[K+], predict the reaction product. The product is: [CH2:1]([O:8][C:9]1[CH:10]=[CH:11][C:12]([C:15]2[CH:19]=[C:18]([CH2:20][N:26]3[CH:30]=[CH:29][N:28]=[CH:27]3)[O:17][N:16]=2)=[CH:13][CH:14]=1)[C:2]1[CH:3]=[CH:4][CH:5]=[CH:6][CH:7]=1.